From a dataset of NCI-60 drug combinations with 297,098 pairs across 59 cell lines. Regression. Given two drug SMILES strings and cell line genomic features, predict the synergy score measuring deviation from expected non-interaction effect. (1) Drug 1: CC1=C(C(CCC1)(C)C)C=CC(=CC=CC(=CC(=O)O)C)C. Drug 2: CC1=C(C(=CC=C1)Cl)NC(=O)C2=CN=C(S2)NC3=CC(=NC(=N3)C)N4CCN(CC4)CCO. Cell line: NCIH23. Synergy scores: CSS=3.48, Synergy_ZIP=0.777, Synergy_Bliss=2.79, Synergy_Loewe=-1.22, Synergy_HSA=1.38. (2) Drug 1: CCCCC(=O)OCC(=O)C1(CC(C2=C(C1)C(=C3C(=C2O)C(=O)C4=C(C3=O)C=CC=C4OC)O)OC5CC(C(C(O5)C)O)NC(=O)C(F)(F)F)O. Drug 2: C1CN(P(=O)(OC1)NCCCl)CCCl. Cell line: 786-0. Synergy scores: CSS=20.3, Synergy_ZIP=-0.0499, Synergy_Bliss=1.70, Synergy_Loewe=-21.4, Synergy_HSA=0.824. (3) Drug 1: CC1=C(N=C(N=C1N)C(CC(=O)N)NCC(C(=O)N)N)C(=O)NC(C(C2=CN=CN2)OC3C(C(C(C(O3)CO)O)O)OC4C(C(C(C(O4)CO)O)OC(=O)N)O)C(=O)NC(C)C(C(C)C(=O)NC(C(C)O)C(=O)NCCC5=NC(=CS5)C6=NC(=CS6)C(=O)NCCC[S+](C)C)O. Drug 2: C1=CC=C(C(=C1)C(C2=CC=C(C=C2)Cl)C(Cl)Cl)Cl. Cell line: TK-10. Synergy scores: CSS=-3.10, Synergy_ZIP=6.69, Synergy_Bliss=13.7, Synergy_Loewe=-16.9, Synergy_HSA=-2.23. (4) Drug 1: C1=CC(=CC=C1CCCC(=O)O)N(CCCl)CCCl. Drug 2: CC1CCC2CC(C(=CC=CC=CC(CC(C(=O)C(C(C(=CC(C(=O)CC(OC(=O)C3CCCCN3C(=O)C(=O)C1(O2)O)C(C)CC4CCC(C(C4)OC)OCCO)C)C)O)OC)C)C)C)OC. Cell line: A549. Synergy scores: CSS=50.8, Synergy_ZIP=1.06, Synergy_Bliss=-0.264, Synergy_Loewe=2.38, Synergy_HSA=4.98. (5) Drug 1: CCC(=C(C1=CC=CC=C1)C2=CC=C(C=C2)OCCN(C)C)C3=CC=CC=C3.C(C(=O)O)C(CC(=O)O)(C(=O)O)O. Drug 2: C1CCC(C(C1)N)N.C(=O)(C(=O)[O-])[O-].[Pt+4]. Cell line: SK-OV-3. Synergy scores: CSS=-0.469, Synergy_ZIP=5.62, Synergy_Bliss=0.249, Synergy_Loewe=-1.09, Synergy_HSA=-0.594. (6) Drug 1: CN(CC1=CN=C2C(=N1)C(=NC(=N2)N)N)C3=CC=C(C=C3)C(=O)NC(CCC(=O)O)C(=O)O. Drug 2: C1C(C(OC1N2C=NC3=C2NC=NCC3O)CO)O. Cell line: COLO 205. Synergy scores: CSS=36.8, Synergy_ZIP=1.71, Synergy_Bliss=2.33, Synergy_Loewe=-31.7, Synergy_HSA=3.33. (7) Drug 2: C1=CC=C(C(=C1)C(C2=CC=C(C=C2)Cl)C(Cl)Cl)Cl. Drug 1: C1=CC(=C2C(=C1NCCNCCO)C(=O)C3=C(C=CC(=C3C2=O)O)O)NCCNCCO. Synergy scores: CSS=45.1, Synergy_ZIP=3.11, Synergy_Bliss=4.33, Synergy_Loewe=-42.0, Synergy_HSA=4.24. Cell line: IGROV1.